This data is from Reaction yield outcomes from USPTO patents with 853,638 reactions. The task is: Predict the reaction yield, written as a fraction of the theoretical maximum amount of product (1.0 means a 100% yield; for example, 0.34 means a 34% yield). (1) The reactants are [CH3:1][O:2][C:3]1[CH:4]=[C:5]2[C:10](=[CH:11][CH:12]=1)[CH:9]=[C:8]([C@H:13]([CH3:24])[C:14]([NH:16][NH:17][C:18](=[O:23])[CH2:19][CH2:20][CH2:21][OH:22])=[O:15])[CH:7]=[CH:6]2.[N+:25]([O-])([OH:27])=[O:26].CC(OC(C)=O)=O. The catalyst is CCOC(C)=O. The product is [CH3:1][O:2][C:3]1[CH:4]=[C:5]2[C:10](=[CH:11][CH:12]=1)[CH:9]=[C:8]([C@H:13]([CH3:24])[C:14]([NH:16][NH:17][C:18](=[O:23])[CH2:19][CH2:20][CH2:21][O:22][N+:25]([O-:27])=[O:26])=[O:15])[CH:7]=[CH:6]2. The yield is 0.380. (2) The reactants are [CH3:1][O:2][C:3]1[CH:12]=[C:11]([O:13][CH3:14])[CH:10]=[C:9]2[C:4]=1[C:5](=[O:31])[NH:6][C:7]([C:15]1[CH:20]=[C:19]([CH3:21])[C:18]([NH:22][C:23]([CH2:25][O:26]C(=O)C)=[O:24])=[C:17]([CH3:30])[CH:16]=1)=[N:8]2.C(=O)([O-])[O-].[K+].[K+].Cl. The catalyst is CO.ClCCl.O. The product is [CH3:1][O:2][C:3]1[CH:12]=[C:11]([O:13][CH3:14])[CH:10]=[C:9]2[C:4]=1[C:5](=[O:31])[NH:6][C:7]([C:15]1[CH:20]=[C:19]([CH3:21])[C:18]([NH:22][C:23](=[O:24])[CH2:25][OH:26])=[C:17]([CH3:30])[CH:16]=1)=[N:8]2. The yield is 0.490. (3) The reactants are [CH3:1][O:2][C:3]([C:5]1[CH:14]=[C:13]([OH:15])[C:12]2[C:7](=[C:8]([O:17][CH2:18]C3C=CC=CC=3)[CH:9]=[C:10](Br)[CH:11]=2)[N:6]=1)=[O:4].CO[C:27]1[CH:32]=[CH:31][C:30](B(O)O)=[CH:29][CH:28]=1.C1(B(O)O)C=CC=CC=1. No catalyst specified. The product is [CH3:1][O:2][C:3]([C:5]1[CH:14]=[C:13]([OH:15])[C:12]2[C:7](=[C:8]([O:17][CH3:18])[CH:9]=[C:10]([C:27]3[CH:32]=[CH:31][CH:30]=[CH:29][CH:28]=3)[CH:11]=2)[N:6]=1)=[O:4]. The yield is 0.500.